From a dataset of Forward reaction prediction with 1.9M reactions from USPTO patents (1976-2016). Predict the product of the given reaction. (1) Given the reactants C([O:8][C:9]1[CH:14]=[CH:13][C:12]([C@@H:15]([O:59][Si](C(C)(C)C)(C)C)[CH2:16][NH:17][CH2:18][CH2:19][C:20]2[CH:25]=[CH:24][C:23]([O:26][CH2:27][CH2:28][C:29]3[CH:34]=[CH:33][C:32]([O:35]CC4C=CC=CC=4)=[C:31]([C@@H:43]([C:53]4[CH:58]=[CH:57][CH:56]=[CH:55][CH:54]=4)[CH2:44][CH2:45][N:46]([CH:50]([CH3:52])[CH3:51])[CH:47]([CH3:49])[CH3:48])[CH:30]=3)=[CH:22][CH:21]=2)=[CH:11][C:10]=1[NH:67][S:68]([CH3:71])(=[O:70])=[O:69])C1C=CC=CC=1.C([O-])=O.[NH4+].F.F.F.C(N(CC)CC)C, predict the reaction product. The product is: [NH3:17].[CH:50]([N:46]([CH:47]([CH3:49])[CH3:48])[CH2:45][CH2:44][C@@H:43]([C:31]1[CH:30]=[C:29]([CH2:28][CH2:27][O:26][C:23]2[CH:24]=[CH:25][C:20]([CH2:19][CH2:18][NH:17][CH2:16][C@@H:15]([C:12]3[CH:13]=[CH:14][C:9]([OH:8])=[C:10]([NH:67][S:68]([CH3:71])(=[O:70])=[O:69])[CH:11]=3)[OH:59])=[CH:21][CH:22]=2)[CH:34]=[CH:33][C:32]=1[OH:35])[C:53]1[CH:54]=[CH:55][CH:56]=[CH:57][CH:58]=1)([CH3:52])[CH3:51]. (2) The product is: [C:47]([C:51]1[CH:52]=[CH:53][C:54]([C:57](=[O:62])[CH2:58][CH2:59][CH2:60][N:44]2[CH2:45][CH2:46][N:41]([C:33]3[CH:34]=[C:35]([F:40])[C:36]([O:38][CH3:39])=[CH:37][C:32]=3[F:31])[CH2:42][CH2:43]2)=[CH:55][CH:56]=1)([CH3:50])([CH3:49])[CH3:48]. Given the reactants C(OC1C=CC(N2CCNCC2)=CC=1F)C1C=CC=CC=1.C(Br)CCCCCCC.[F:31][C:32]1[CH:37]=[C:36]([O:38][CH3:39])[C:35]([F:40])=[CH:34][C:33]=1[N:41]1[CH2:46][CH2:45][NH:44][CH2:43][CH2:42]1.[C:47]([C:51]1[CH:56]=[CH:55][C:54]([C:57](=[O:62])[CH2:58][CH2:59][CH2:60]Cl)=[CH:53][CH:52]=1)([CH3:50])([CH3:49])[CH3:48], predict the reaction product. (3) Given the reactants [C:1]([O:5][C:6]([NH:8][C:9]1[S:13][C:12]([C:14]2[C:19]([F:20])=[CH:18][CH:17]=[CH:16][C:15]=2[F:21])=[N:11][C:10]=1[C:22](O)=[O:23])=[O:7])([CH3:4])([CH3:3])[CH3:2].ClC(N(C)C)=C(C)C.[NH2:33][C:34]1[C:35]([N:43]2[CH2:48][CH2:47][CH2:46][C@H:45]([NH:49][C:50](=[O:56])[O:51][C:52]([CH3:55])([CH3:54])[CH3:53])[CH2:44]2)=[C:36]2[CH:42]=[CH:41][S:40][C:37]2=[N:38][CH:39]=1.N1C=CC=CC=1, predict the reaction product. The product is: [C:1]([O:5][C:6]([NH:8][C:9]1[S:13][C:12]([C:14]2[C:19]([F:20])=[CH:18][CH:17]=[CH:16][C:15]=2[F:21])=[N:11][C:10]=1[C:22]([NH:33][C:34]1[C:35]([N:43]2[CH2:48][CH2:47][CH2:46][C@H:45]([NH:49][C:50](=[O:56])[O:51][C:52]([CH3:53])([CH3:55])[CH3:54])[CH2:44]2)=[C:36]2[CH:42]=[CH:41][S:40][C:37]2=[N:38][CH:39]=1)=[O:23])=[O:7])([CH3:4])([CH3:2])[CH3:3]. (4) Given the reactants [Cl:1][CH2:2][CH2:3][O:4][CH2:5][CH2:6][O:7][CH2:8][CH2:9][OH:10].S(=O)(=O)(O)[OH:12], predict the reaction product. The product is: [Cl:1][CH2:2][CH2:3][O:4][CH2:5][CH2:6][O:7][CH2:8][C:9]([OH:12])=[O:10]. (5) Given the reactants [CH:1]1([C:4]2[C:13]3[C:8](=[CH:9][CH:10]=[CH:11][CH:12]=3)[C:7]([N:14]=[C:15]=[S:16])=[CH:6][CH:5]=2)[CH2:3][CH2:2]1.Cl.[NH2:18][NH:19][C:20](N)=[NH:21].C(N(C(C)C)CC)(C)C, predict the reaction product. The product is: [NH2:21][C:20]1[N:14]([C:7]2[C:8]3[C:13](=[CH:12][CH:11]=[CH:10][CH:9]=3)[C:4]([CH:1]3[CH2:3][CH2:2]3)=[CH:5][CH:6]=2)[C:15]([SH:16])=[N:18][N:19]=1. (6) Given the reactants [N:1]([CH2:4][CH2:5][CH2:6][Si:7]([O:14][CH2:15][CH3:16])([O:11][CH2:12][CH3:13])[O:8][CH2:9][CH3:10])=[C:2]=[O:3].[NH2:17][CH:18]1[CH2:23][C:22]([CH3:25])([CH3:24])[NH:21][C:20]([CH3:27])([CH3:26])[CH2:19]1, predict the reaction product. The product is: [CH3:26][C:20]1([CH3:27])[CH2:19][CH:18]([NH:17][C:2]([NH:1][CH2:4][CH2:5][CH2:6][Si:7]([O:14][CH2:15][CH3:16])([O:8][CH2:9][CH3:10])[O:11][CH2:12][CH3:13])=[O:3])[CH2:23][C:22]([CH3:25])([CH3:24])[NH:21]1. (7) Given the reactants Cl[C:2]1[CH:7]=[C:6]([S:8][C:9]2[CH:14]=[CH:13][C:12]([NH:15][C:16]([NH:18][C:19]3[CH:24]=[C:23]([CH3:25])[CH:22]=[CH:21][C:20]=3[F:26])=[O:17])=[CH:11][CH:10]=2)[CH:5]=[CH:4][N:3]=1.CC1(C)C(C)(C)OB([C:35]2[NH:39][CH:38]=[C:37]([C:40]([O-:42])=[O:41])[CH:36]=2)O1.[CH2:44](Cl)Cl, predict the reaction product. The product is: [F:26][C:20]1[CH:21]=[CH:22][C:23]([CH3:25])=[CH:24][C:19]=1[NH:18][C:16]([NH:15][C:12]1[CH:13]=[CH:14][C:9]([S:8][C:6]2[CH:5]=[CH:4][N:3]=[C:2]([C:35]3[NH:39][CH:38]=[C:37]([C:40]([O:42][CH3:44])=[O:41])[CH:36]=3)[CH:7]=2)=[CH:10][CH:11]=1)=[O:17]. (8) Given the reactants F[C:2]1[CH:3]=[C:4]([C:14]2[CH:19]=[CH:18][C:17]([C:20]([F:23])([F:22])[F:21])=[CH:16][CH:15]=2)[CH:5]=[C:6](F)[C:7]=1[NH:8][S:9]([CH3:12])(=[O:11])=[O:10].FC1C=C(C2C=CC(C(F)(F)F)=CC=2)C=C(F)C=1N, predict the reaction product. The product is: [F:23][C:20]([F:21])([F:22])[C:17]1[CH:16]=[CH:15][C:14]([C:4]2[CH:3]=[CH:2][C:7]([NH:8][S:9]([CH3:12])(=[O:10])=[O:11])=[CH:6][CH:5]=2)=[CH:19][CH:18]=1.